From a dataset of Catalyst prediction with 721,799 reactions and 888 catalyst types from USPTO. Predict which catalyst facilitates the given reaction. (1) Reactant: Cl[CH:2]([C:12](=O)[CH3:13])[CH2:3][C:4]1[CH:9]=[CH:8][C:7]([CH3:10])=[C:6]([Cl:11])[CH:5]=1.[CH3:15][O:16][C:17]1[CH:18]=[C:19]([NH:29][C:30]([NH2:32])=[S:31])[CH:20]=[CH:21][C:22]=1[N:23]1[CH:27]=[C:26]([CH3:28])[N:25]=[CH:24]1. Product: [Cl:11][C:6]1[CH:5]=[C:4]([CH:9]=[CH:8][C:7]=1[CH3:10])[CH2:3][C:2]1[S:31][C:30]([NH:29][C:19]2[CH:20]=[CH:21][C:22]([N:23]3[CH:27]=[C:26]([CH3:28])[N:25]=[CH:24]3)=[C:17]([O:16][CH3:15])[CH:18]=2)=[N:32][C:12]=1[CH3:13]. The catalyst class is: 8. (2) The catalyst class is: 4. Reactant: [CH2:1]([N:5]([CH2:19][CH2:20][CH2:21][CH3:22])[CH2:6][CH2:7][CH2:8][O:9][C:10]1[CH:18]=[CH:17][C:13]([C:14](Cl)=[O:15])=[CH:12][CH:11]=1)[CH2:2][CH2:3][CH3:4].Cl.[CH3:24][NH:25][CH3:26].C[Si](Cl)(C)C.O. Product: [CH2:1]([N:5]([CH2:19][CH2:20][CH2:21][CH3:22])[CH2:6][CH2:7][CH2:8][O:9][C:10]1[CH:18]=[CH:17][C:13]([C:14]([N:25]([CH3:26])[CH3:24])=[O:15])=[CH:12][CH:11]=1)[CH2:2][CH2:3][CH3:4]. (3) Reactant: [Cl:1][C:2]1[N:3]=[C:4]([N:14]2[CH2:19][CH2:18][O:17][CH2:16][CH2:15]2)[C:5]2[N:11]=[C:10]([CH:12]=[O:13])[CH:9]=[CH:8][C:6]=2[N:7]=1.[OH:20]OS([O-])=O.[K+]. Product: [Cl:1][C:2]1[N:3]=[C:4]([N:14]2[CH2:15][CH2:16][O:17][CH2:18][CH2:19]2)[C:5]2[N:11]=[C:10]([C:12]([OH:20])=[O:13])[CH:9]=[CH:8][C:6]=2[N:7]=1. The catalyst class is: 3. (4) Reactant: [CH3:1][O:2][C:3]1[C:8]([NH2:9])=[CH:7][C:6]([C:10]#[C:11][C:12]2[C:13]([CH3:24])=[N:14][CH:15]=[N:16][C:17]=2[N:18]2[CH2:23][CH2:22][O:21][CH2:20][CH2:19]2)=[CH:5][N:4]=1.[Cl:25][C:26]1[CH:31]=[CH:30][C:29]([S:32](Cl)(=[O:34])=[O:33])=[CH:28][CH:27]=1.N1C=CC=CC=1.O. Product: [Cl:25][C:26]1[CH:31]=[CH:30][C:29]([S:32]([NH:9][C:8]2[C:3]([O:2][CH3:1])=[N:4][CH:5]=[C:6]([C:10]#[C:11][C:12]3[C:13]([CH3:24])=[N:14][CH:15]=[N:16][C:17]=3[N:18]3[CH2:19][CH2:20][O:21][CH2:22][CH2:23]3)[CH:7]=2)(=[O:34])=[O:33])=[CH:28][CH:27]=1. The catalyst class is: 2. (5) Reactant: Br[C:2](=[N:8][NH:9][C:10]1[N:11]=[N:12][C:13]([Cl:16])=[CH:14][CH:15]=1)[C:3]([O:5][CH2:6][CH3:7])=[O:4].C(N(CC)CC)C. Product: [Cl:16][C:13]1[CH:14]=[CH:15][C:10]2[N:11]([C:2]([C:3]([O:5][CH2:6][CH3:7])=[O:4])=[N:8][N:9]=2)[N:12]=1. The catalyst class is: 32. (6) Reactant: Br[C:2]1[S:3][C:4]([Cl:7])=[CH:5][CH:6]=1.OB(O)[C:10]1[CH:18]=[CH:17][C:13]([C:14]([OH:16])=[O:15])=[CH:12][CH:11]=1.C([O-])([O-])=O.[Na+].[Na+]. Product: [Cl:7][C:4]1[S:3][CH:2]=[CH:6][C:5]=1[C:10]1[CH:18]=[CH:17][C:13]([C:14]([OH:16])=[O:15])=[CH:12][CH:11]=1. The catalyst class is: 104. (7) Reactant: [CH3:1][CH2:2][CH2:3][CH2:4][CH2:5][CH2:6][CH2:7][CH2:8][CH2:9][CH2:10][CH2:11][CH2:12][CH2:13][CH2:14][CH2:15][C:16]([O:18][CH2:19][C@@H:20]([O:33][C:34]([CH2:36][CH2:37][CH2:38][CH2:39][CH2:40][CH2:41][CH2:42][CH2:43][CH2:44][CH2:45][CH2:46][CH2:47][CH2:48][CH2:49][CH3:50])=[O:35])[CH2:21][O:22][P:23]([O:26][CH2:27][CH2:28][N+:29]([CH3:32])([CH3:31])[CH3:30])([O-:25])=[O:24])=[O:17].[CH3:51][CH2:52][CH2:53][CH2:54][CH2:55][CH2:56][CH2:57][CH2:58][CH2:59][CH2:60][CH2:61][CH2:62][CH2:63][CH2:64][CH2:65][C:66]([O:68][CH2:69][CH:70]([O:82][C:83]([CH2:85][CH2:86][CH2:87][CH2:88][CH2:89][CH2:90][CH2:91][CH2:92][CH2:93][CH2:94][CH2:95][CH2:96][CH2:97][CH2:98][CH3:99])=[O:84])[CH2:71][O:72][P:73]([O:76][CH2:77][CH:78]([OH:81])[CH2:79][OH:80])([OH:75])=[O:74])=[O:67].[Na].CCCCCCCCCCCCCCCC(OCC(OC(CCCCCCCCCCCCCCC)=O)COP(OCC(O)CO)(O)=O)=O. Product: [CH3:1][CH2:2][CH2:3][CH2:4][CH2:5][CH2:6][CH2:7][CH2:8][CH2:9][CH2:10][CH2:11][CH2:12][CH2:13][CH2:14][CH2:15][C:16]([O:18][CH2:19][C@@H:20]([O:33][C:34]([CH2:36][CH2:37][CH2:38][CH2:39][CH2:40][CH2:41][CH2:42][CH2:43][CH2:44][CH2:45][CH2:46][CH2:47][CH2:48][CH2:49][CH3:50])=[O:35])[CH2:21][O:22][P:23]([O:26][CH2:27][CH2:28][N+:29]([CH3:32])([CH3:31])[CH3:30])([O-:25])=[O:24])=[O:17].[CH3:51][CH2:52][CH2:53][CH2:54][CH2:55][CH2:56][CH2:57][CH2:58][CH2:59][CH2:60][CH2:61][CH2:62][CH2:63][CH2:64][CH2:65][C:66]([O:68][CH2:69][CH:70]([O:82][C:83]([CH2:85][CH2:86][CH2:87][CH2:88][CH2:89][CH2:90][CH2:91][CH2:92][CH2:93][CH2:94][CH2:95][CH2:96][CH2:97][CH2:98][CH3:99])=[O:84])[CH2:71][O:72][P:73]([O:76][CH2:77][CH:78]([OH:81])[CH2:79][OH:80])([OH:75])=[O:74])=[O:67]. The catalyst class is: 147. (8) Reactant: C[Al](C)C.[F:5][C:6]1[CH:7]=[CH:8][C:9]([NH2:12])=[N:10][CH:11]=1.[OH:13][C@@H:14]([CH2:19][O:20][C@H:21]([CH3:34])[CH2:22][O:23][Si:24]([CH:31]([CH3:33])[CH3:32])([CH:28]([CH3:30])[CH3:29])[CH:25]([CH3:27])[CH3:26])[C:15](OC)=[O:16]. Product: [F:5][C:6]1[CH:7]=[CH:8][C:9]([NH:12][C:15](=[O:16])[C@@H:14]([OH:13])[CH2:19][O:20][C@@H:21]([CH3:34])[CH2:22][O:23][Si:24]([CH:28]([CH3:30])[CH3:29])([CH:25]([CH3:26])[CH3:27])[CH:31]([CH3:32])[CH3:33])=[N:10][CH:11]=1. The catalyst class is: 11. (9) Reactant: [NH2:1][C:2]1[C:3]([O:14][C:15]2[CH:16]=[C:17]([CH:33]=[CH:34][CH:35]=2)[O:18][CH2:19][CH:20]2[CH2:25][CH2:24][N:23]([C:26]([O:28][C:29]([CH3:32])([CH3:31])[CH3:30])=[O:27])[CH2:22][CH2:21]2)=[CH:4][C:5]2[N:9]([CH3:10])[C:8](=[O:11])[N:7]([CH3:12])[C:6]=2[CH:13]=1.N1C=CC=CC=1.[CH3:42][N:43]1[CH:47]=[C:46]([S:48](Cl)(=[O:50])=[O:49])[N:45]=[C:44]1[CH3:52]. Product: [CH3:42][N:43]1[CH:47]=[C:46]([S:48]([NH:1][C:2]2[C:3]([O:14][C:15]3[CH:16]=[C:17]([CH:33]=[CH:34][CH:35]=3)[O:18][CH2:19][CH:20]3[CH2:25][CH2:24][N:23]([C:26]([O:28][C:29]([CH3:31])([CH3:32])[CH3:30])=[O:27])[CH2:22][CH2:21]3)=[CH:4][C:5]3[N:9]([CH3:10])[C:8](=[O:11])[N:7]([CH3:12])[C:6]=3[CH:13]=2)(=[O:50])=[O:49])[N:45]=[C:44]1[CH3:52]. The catalyst class is: 2. (10) Reactant: [CH2:1]([N:5]([CH3:22])[C:6]([C:8]1[CH:9]=[C:10]([CH:14]=[C:15]([C:17]2[S:18][CH:19]=[CH:20][N:21]=2)[CH:16]=1)[C:11]([OH:13])=O)=[O:7])[CH2:2][CH2:3][CH3:4].[CH:23](N(C(C)C)CC)(C)C.CN(C(ON1N=NC2C=CC=NC1=2)=[N+](C)C)C.F[P-](F)(F)(F)(F)F.Cl.Cl.[NH2:58][C@@H:59]([CH2:75][C:76]1[CH:81]=[C:80]([F:82])[CH:79]=[C:78]([F:83])[CH:77]=1)[C@H:60]([OH:74])[CH2:61][NH:62][CH2:63][C:64]1[CH:69]=[CH:68][CH:67]=[C:66]([C:70](F)(F)F)[CH:65]=1. Product: [CH2:1]([N:5]([CH3:22])[C:6](=[O:7])[C:8]1[CH:16]=[C:15]([C:17]2[S:18][CH:19]=[CH:20][N:21]=2)[CH:14]=[C:10]([C:11]([NH:58][C@@H:59]([CH2:75][C:76]2[CH:81]=[C:80]([F:82])[CH:79]=[C:78]([F:83])[CH:77]=2)[C@H:60]([OH:74])[CH2:61][NH:62][CH2:63][C:64]2[CH:69]=[CH:68][CH:67]=[C:66]([CH2:70][CH3:23])[CH:65]=2)=[O:13])[CH:9]=1)[CH2:2][CH2:3][CH3:4]. The catalyst class is: 479.